From a dataset of Forward reaction prediction with 1.9M reactions from USPTO patents (1976-2016). Predict the product of the given reaction. (1) Given the reactants [F:1][C:2]1[CH:7]=[CH:6][C:5]([C:8]2[N:12]3[CH:13]=[CH:14][C:15]([C:17]([F:20])([F:19])[F:18])=[N:16][C:11]3=[N:10][CH:9]=2)=[CH:4][C:3]=1[N+:21]([O-])=O.[Sn](Cl)Cl.[OH-].[NH4+], predict the reaction product. The product is: [F:1][C:2]1[CH:7]=[CH:6][C:5]([C:8]2[N:12]3[CH:13]=[CH:14][C:15]([C:17]([F:19])([F:20])[F:18])=[N:16][C:11]3=[N:10][CH:9]=2)=[CH:4][C:3]=1[NH2:21]. (2) Given the reactants [Cl:1][C:2]1[CH:7]=[CH:6][C:5]([C:8]2[C:17]3[C:12](=[CH:13][CH:14]=[C:15]([C:18](O)=[O:19])[CH:16]=3)[CH:11]=[N:10][CH:9]=2)=[CH:4][CH:3]=1.C(N(CC)C(C)C)(C)C.F[P-](F)(F)(F)(F)F.N1(OC(N(C)C)=[N+](C)C)C2N=CC=CC=2N=N1.[CH3:54][C:55]([CH3:59])([CH3:58])[CH2:56][NH2:57], predict the reaction product. The product is: [CH3:54][C:55]([CH3:59])([CH3:58])[CH2:56][NH:57][C:18]([C:15]1[CH:16]=[C:17]2[C:12](=[CH:13][CH:14]=1)[CH:11]=[N:10][CH:9]=[C:8]2[C:5]1[CH:4]=[CH:3][C:2]([Cl:1])=[CH:7][CH:6]=1)=[O:19]. (3) Given the reactants [CH3:1][C:2]1[CH:7]=[C:6]([CH3:8])[CH:5]=[CH:4][C:3]=1[C:9]1[NH:10][C:11](=[S:14])[NH:12][N:13]=1.Br.Br[CH2:17][C:18]1[CH:23]=[CH:22][CH:21]=[CH:20][N:19]=1, predict the reaction product. The product is: [CH3:1][C:2]1[CH:7]=[C:6]([CH3:8])[CH:5]=[CH:4][C:3]=1[C:9]1[NH:13][N:12]=[C:11]([S:14][CH2:17][C:18]2[CH:23]=[CH:22][CH:21]=[CH:20][N:19]=2)[N:10]=1. (4) The product is: [Cl:8][C:5]1[N:6]=[CH:7][C:2]([OH:16])=[CH:3][C:4]=1[F:9]. Given the reactants Br[C:2]1[CH:3]=[C:4]([F:9])[C:5]([Cl:8])=[N:6][CH:7]=1.C([Li])CCC.B(OC)(OC)[O:16]C.[OH-].[Na+].OO.S([O-])([O-])(=O)=S.[Na+].[Na+].Cl, predict the reaction product.